This data is from NCI-60 drug combinations with 297,098 pairs across 59 cell lines. The task is: Regression. Given two drug SMILES strings and cell line genomic features, predict the synergy score measuring deviation from expected non-interaction effect. (1) Drug 1: CC1C(C(=O)NC(C(=O)N2CCCC2C(=O)N(CC(=O)N(C(C(=O)O1)C(C)C)C)C)C(C)C)NC(=O)C3=C4C(=C(C=C3)C)OC5=C(C(=O)C(=C(C5=N4)C(=O)NC6C(OC(=O)C(N(C(=O)CN(C(=O)C7CCCN7C(=O)C(NC6=O)C(C)C)C)C)C(C)C)C)N)C. Drug 2: C1CN1P(=S)(N2CC2)N3CC3. Cell line: MCF7. Synergy scores: CSS=15.6, Synergy_ZIP=-0.971, Synergy_Bliss=0.336, Synergy_Loewe=0.198, Synergy_HSA=0.257. (2) Drug 1: CN(CC1=CN=C2C(=N1)C(=NC(=N2)N)N)C3=CC=C(C=C3)C(=O)NC(CCC(=O)O)C(=O)O. Drug 2: CN1C(=O)N2C=NC(=C2N=N1)C(=O)N. Cell line: BT-549. Synergy scores: CSS=11.0, Synergy_ZIP=-1.77, Synergy_Bliss=2.79, Synergy_Loewe=-5.59, Synergy_HSA=1.44. (3) Drug 1: CCC1=C2CN3C(=CC4=C(C3=O)COC(=O)C4(CC)O)C2=NC5=C1C=C(C=C5)O. Drug 2: C1CN1C2=NC(=NC(=N2)N3CC3)N4CC4. Cell line: HCC-2998. Synergy scores: CSS=21.7, Synergy_ZIP=-7.28, Synergy_Bliss=-8.90, Synergy_Loewe=-14.8, Synergy_HSA=-0.798. (4) Drug 1: CC1OCC2C(O1)C(C(C(O2)OC3C4COC(=O)C4C(C5=CC6=C(C=C35)OCO6)C7=CC(=C(C(=C7)OC)O)OC)O)O. Drug 2: CC12CCC3C(C1CCC2O)C(CC4=C3C=CC(=C4)O)CCCCCCCCCS(=O)CCCC(C(F)(F)F)(F)F. Cell line: MALME-3M. Synergy scores: CSS=0.804, Synergy_ZIP=-4.07, Synergy_Bliss=-2.38, Synergy_Loewe=-6.55, Synergy_HSA=-2.80. (5) Drug 1: C1=CC=C(C(=C1)C(C2=CC=C(C=C2)Cl)C(Cl)Cl)Cl. Drug 2: CN(CCCl)CCCl.Cl. Cell line: PC-3. Synergy scores: CSS=8.94, Synergy_ZIP=-3.77, Synergy_Bliss=-3.46, Synergy_Loewe=-17.0, Synergy_HSA=-4.99. (6) Drug 1: C1=CC=C(C=C1)NC(=O)CCCCCCC(=O)NO. Drug 2: C1C(C(OC1N2C=NC(=NC2=O)N)CO)O. Cell line: NCI-H460. Synergy scores: CSS=19.1, Synergy_ZIP=-4.19, Synergy_Bliss=1.50, Synergy_Loewe=-1.84, Synergy_HSA=0.602. (7) Cell line: KM12. Synergy scores: CSS=49.6, Synergy_ZIP=-7.80, Synergy_Bliss=-14.2, Synergy_Loewe=-31.3, Synergy_HSA=-13.0. Drug 2: C(CCl)NC(=O)N(CCCl)N=O. Drug 1: CCCCC(=O)OCC(=O)C1(CC(C2=C(C1)C(=C3C(=C2O)C(=O)C4=C(C3=O)C=CC=C4OC)O)OC5CC(C(C(O5)C)O)NC(=O)C(F)(F)F)O.